This data is from Forward reaction prediction with 1.9M reactions from USPTO patents (1976-2016). The task is: Predict the product of the given reaction. (1) Given the reactants [N:1]1[CH:6]=[C:5]([C:7]([OH:9])=O)[N:4]=[CH:3][C:2]=1[C:10]([OH:12])=[O:11].C1C=CC2N(O)N=NC=2C=1.Cl.CN(C)CCCN=C=NCC.Cl.[Cl:36][C:37]1[CH:38]=[C:39]([C:44]2[O:48][C:47]([CH2:49][CH2:50][NH2:51])=[CH:46][CH:45]=2)[CH:40]=[CH:41][C:42]=1[Cl:43].CCN(C(C)C)C(C)C, predict the reaction product. The product is: [Cl:36][C:37]1[CH:38]=[C:39]([C:44]2[O:48][C:47]([CH2:49][CH2:50][NH:51][C:7]([C:5]3[N:4]=[CH:3][C:2]([C:10]([OH:12])=[O:11])=[N:1][CH:6]=3)=[O:9])=[CH:46][CH:45]=2)[CH:40]=[CH:41][C:42]=1[Cl:43]. (2) Given the reactants [NH2:1][C:2]1[CH:7]=[C:6]([C:8]([F:11])([F:10])[F:9])[N:5]=[CH:4][N:3]=1.[C:12](N1C=CN=C1)(N1C=CN=C1)=[O:13].[CH3:24][NH:25][C:26]([C:28]1[CH:33]=[C:32]([O:34][C:35]2[CH:40]=[CH:39][C:38]([NH2:41])=[C:37]([F:42])[CH:36]=2)[CH:31]=[CH:30][N:29]=1)=[O:27], predict the reaction product. The product is: [CH3:24][NH:25][C:26]([C:28]1[CH:33]=[C:32]([O:34][C:35]2[CH:40]=[CH:39][C:38]([NH:41][C:12]([NH:1][C:2]3[CH:7]=[C:6]([C:8]([F:11])([F:9])[F:10])[N:5]=[CH:4][N:3]=3)=[O:13])=[C:37]([F:42])[CH:36]=2)[CH:31]=[CH:30][N:29]=1)=[O:27].